Task: Predict the reactants needed to synthesize the given product.. Dataset: Full USPTO retrosynthesis dataset with 1.9M reactions from patents (1976-2016) (1) Given the product [Br:1][C:2]1[CH:3]=[C:4]([C:17]([O:22][CH3:26])=[O:23])[N:5]([CH2:7][C:8]([C:10]2[CH:15]=[N:14][C:13]([CH3:16])=[CH:12][N:11]=2)=[O:9])[CH:6]=1, predict the reactants needed to synthesize it. The reactants are: [Br:1][C:2]1[CH:3]=[C:4]([C:17](=[O:22])C(Cl)(Cl)Cl)[N:5]([CH2:7][C:8]([C:10]2[CH:15]=[N:14][C:13]([CH3:16])=[CH:12][N:11]=2)=[O:9])[CH:6]=1.[OH-:23].[Na+].Cl.[CH3:26]O. (2) The reactants are: Cl[C:2]1[N:9]=[CH:8][CH:7]=[CH:6][C:3]=1[C:4]#[N:5].C(N(CC)CC)C.[C:17]([Si:19]([CH3:22])([CH3:21])[CH3:20])#[CH:18].O. Given the product [CH3:20][Si:19]([C:17]#[C:18][C:2]1[N:9]=[CH:8][CH:7]=[CH:6][C:3]=1[C:4]#[N:5])([CH3:22])[CH3:21], predict the reactants needed to synthesize it. (3) Given the product [N:1]1[CH:2]=[CH:3][C:4]([C:7]2[S:11][C:10]([C:12]([NH:22][CH2:21][C:17]3[CH:16]=[N:15][CH:20]=[CH:19][CH:18]=3)=[O:14])=[CH:9][CH:8]=2)=[CH:5][CH:6]=1, predict the reactants needed to synthesize it. The reactants are: [N:1]1[CH:6]=[CH:5][C:4]([C:7]2[S:11][C:10]([C:12]([OH:14])=O)=[CH:9][CH:8]=2)=[CH:3][CH:2]=1.[N:15]1[CH:20]=[CH:19][CH:18]=[C:17]([CH2:21][NH2:22])[CH:16]=1. (4) Given the product [CH2:6]([O:13][CH:14]1[CH2:19][CH2:18][CH:17]([O:4][CH2:3][C:31]([C:32]2[CH:33]=[CH:9][CH:8]=[CH:7][CH:6]=2)=[CH2:30])[CH:16]([F:21])[CH2:15]1)[C:7]1[CH:12]=[CH:11][CH:10]=[CH:9][CH:8]=1, predict the reactants needed to synthesize it. The reactants are: CN(C)[CH:3]=[O:4].[CH2:6]([O:13][CH:14]1[CH2:19][CH2:18][CH:17](O)[CH:16]([F:21])[CH2:15]1)[C:7]1[CH:12]=[CH:11][CH:10]=[CH:9][CH:8]=1.[H-].[Na+].C(=O)(O)[O-].[Na+].O1[CH2:33][CH2:32][CH2:31][CH2:30]1. (5) Given the product [CH2:13]([CH:16]1[CH2:17][CH2:18][C:19]2[S:23][CH:22]=[CH:21][C:20]=2/[C:24]/1=[N:11]\[OH:12])[CH2:14][CH3:15], predict the reactants needed to synthesize it. The reactants are: O1C2C(=CC=CC=2)/C(=[N:11]/[OH:12])/CC1.[CH2:13]([CH:16]1[C:24](=O)[C:20]2[CH:21]=[CH:22][S:23][C:19]=2[CH2:18][CH2:17]1)[CH2:14][CH3:15]. (6) Given the product [CH2:16]([O:15][C@@H:4]([CH2:5][C:6]1[CH:7]=[C:8]2[C:12](=[CH:13][CH:14]=1)[N:11]([CH2:20][C:21]1[N:22]=[C:23]([C:27]3[CH:28]=[CH:29][C:30]([C:33]([F:36])([F:35])[F:34])=[CH:31][CH:32]=3)[O:24][C:25]=1[CH3:26])[CH:10]=[CH:9]2)[C:3]([OH:2])=[O:18])[CH3:17], predict the reactants needed to synthesize it. The reactants are: C[O:2][C:3](=[O:18])[C@@H:4]([O:15][CH2:16][CH3:17])[CH2:5][C:6]1[CH:7]=[C:8]2[C:12](=[CH:13][CH:14]=1)[NH:11][CH:10]=[CH:9]2.Cl[CH2:20][C:21]1[N:22]=[C:23]([C:27]2[CH:32]=[CH:31][C:30]([C:33]([F:36])([F:35])[F:34])=[CH:29][CH:28]=2)[O:24][C:25]=1[CH3:26]. (7) Given the product [CH2:1]([O:3][C:4](=[O:48])[CH2:5][CH2:6][CH2:7][O:8][C:9]1[CH:14]=[CH:13][CH:12]=[C:11]([CH2:15][CH2:16][CH2:17][CH2:18][CH2:19][CH2:20][O:21][C:22]2[CH:23]=[C:24]([C:33]3[CH:38]=[CH:37][C:36]([F:39])=[C:35]([OH:51])[CH:34]=3)[CH:25]=[C:26]([C:28](=[O:32])[N:29]([CH3:31])[CH3:30])[CH:27]=2)[C:10]=1[CH2:41][CH2:42][C:43]([O:45][CH2:46][CH3:47])=[O:44])[CH3:2], predict the reactants needed to synthesize it. The reactants are: [CH2:1]([O:3][C:4](=[O:48])[CH2:5][CH2:6][CH2:7][O:8][C:9]1[CH:14]=[CH:13][CH:12]=[C:11]([CH2:15][CH2:16][CH2:17][CH2:18][CH2:19][CH2:20][O:21][C:22]2[CH:23]=[C:24]([C:33]3[CH:38]=[CH:37][C:36]([F:39])=[C:35](F)[CH:34]=3)[CH:25]=[C:26]([C:28](=[O:32])[N:29]([CH3:31])[CH3:30])[CH:27]=2)[C:10]=1[CH2:41][CH2:42][C:43]([O:45][CH2:46][CH3:47])=[O:44])[CH3:2].C([O:51]C(=O)CCCOC1C=CC=C(CCCCCCOC2C=C(C(=O)N(C)C)C=C(Br)C=2)C=1CCC(OCC)=O)C.FC1C=CC(B(O)O)=CC=1O.C(=O)([O-])[O-].[Cs+].[Cs+]. (8) Given the product [CH3:10][O:9][C:4]1[N:3]=[C:2]2[C:7](=[CH:6][CH:5]=1)[NH:8][C:25](=[O:29])[CH:26]=[CH:27]2, predict the reactants needed to synthesize it. The reactants are: Br[C:2]1[C:7]([NH2:8])=[CH:6][CH:5]=[C:4]([O:9][CH3:10])[N:3]=1.C1(C(N)C2CCCCC2)CCCCC1.[CH2:25]([O:29]C(=O)C=C)[CH2:26][CH2:27]C. (9) Given the product [F:12][C:13]1[CH:14]=[C:15]([C:29]2[CH:34]=[C:33]([F:35])[CH:32]=[CH:31][C:30]=2[O:36][CH2:2][CH2:3][CH2:4][O:5][CH:6]2[CH2:11][CH2:10][CH2:9][CH2:8][O:7]2)[CH:16]=[CH:17][C:18]=1[C:19]([OH:21])=[O:20], predict the reactants needed to synthesize it. The reactants are: Br[CH2:2][CH2:3][CH2:4][O:5][CH:6]1[CH2:11][CH2:10][CH2:9][CH2:8][O:7]1.[F:12][C:13]1[CH:14]=[C:15]([C:29]2[CH:34]=[C:33]([F:35])[CH:32]=[CH:31][C:30]=2[OH:36])[CH:16]=[CH:17][C:18]=1[C:19]([O:21]CC1C=CC=CC=1)=[O:20]. (10) Given the product [NH2:1][C:2]1[C:10]2[C:9]([C:11]3[O:12][C:13]([CH3:16])=[CH:14][CH:15]=3)=[N:8][C:7]([O:31][CH2:30][CH2:29][OH:32])=[N:6][C:5]=2[S:4][C:3]=1[C:20]([NH2:22])=[O:21], predict the reactants needed to synthesize it. The reactants are: [NH2:1][C:2]1[C:10]2[C:9]([C:11]3[O:12][C:13]([CH3:16])=[CH:14][CH:15]=3)=[N:8][C:7](S(C)=O)=[N:6][C:5]=2[S:4][C:3]=1[C:20]([NH2:22])=[O:21].C(=O)([O-])[O-].[K+].[K+].[CH2:29]([OH:32])[CH2:30][OH:31].